This data is from Full USPTO retrosynthesis dataset with 1.9M reactions from patents (1976-2016). The task is: Predict the reactants needed to synthesize the given product. Given the product [CH3:1][C:2]1[CH:7]=[CH:6][C:5]([S:8]([O:11][CH2:12][C:13]2([CH3:24])[CH2:17][C:16]3[CH:18]=[C:19]([Cl:23])[CH:20]=[C:21]([O:22][S:27]([C:26]([F:39])([F:38])[F:25])(=[O:29])=[O:28])[C:15]=3[O:14]2)(=[O:9])=[O:10])=[CH:4][CH:3]=1, predict the reactants needed to synthesize it. The reactants are: [CH3:1][C:2]1[CH:7]=[CH:6][C:5]([S:8]([O:11][CH2:12][C:13]2([CH3:24])[CH2:17][C:16]3[CH:18]=[C:19]([Cl:23])[CH:20]=[C:21]([OH:22])[C:15]=3[O:14]2)(=[O:10])=[O:9])=[CH:4][CH:3]=1.[F:25][C:26]([F:39])([F:38])[S:27](O[S:27]([C:26]([F:39])([F:38])[F:25])(=[O:29])=[O:28])(=[O:29])=[O:28].C(N(C(C)C)CC)(C)C.CC1C=CC(S(OC)(=O)=O)=CC=1.